Dataset: Catalyst prediction with 721,799 reactions and 888 catalyst types from USPTO. Task: Predict which catalyst facilitates the given reaction. (1) Reactant: [CH3:1][N:2]1[CH:6]=[CH:5][C:4]([C:7]([OH:9])=O)=[C:3]1[CH3:10].ClC(N(C)C)=C(C)C.[CH2:19]([O:26][C:27]1[CH:34]=[CH:33][C:30]([NH:31][CH3:32])=[CH:29][CH:28]=1)[C:20]1[CH:25]=[CH:24][CH:23]=[CH:22][CH:21]=1.C(N(C(C)C)C(C)C)C. Product: [CH2:19]([O:26][C:27]1[CH:28]=[CH:29][C:30]([N:31]([CH3:32])[C:7]([C:4]2[CH:5]=[CH:6][N:2]([CH3:1])[C:3]=2[CH3:10])=[O:9])=[CH:33][CH:34]=1)[C:20]1[CH:21]=[CH:22][CH:23]=[CH:24][CH:25]=1. The catalyst class is: 417. (2) Reactant: [O:1]1[CH:11]2[CH:2]1[CH2:3][O:4][C:5]1[CH:6]=[CH:7][CH:8]=[CH:9][C:10]=12.[NH:12]1[CH2:17][CH2:16][CH:15]([NH:18][C:19](=[O:25])[O:20][C:21]([CH3:24])([CH3:23])[CH3:22])[CH2:14][CH2:13]1. Product: [OH:1][C@H:2]1[C@H:11]([N:12]2[CH2:13][CH2:14][CH:15]([NH:18][C:19](=[O:25])[O:20][C:21]([CH3:23])([CH3:22])[CH3:24])[CH2:16][CH2:17]2)[C:10]2[C:5](=[CH:6][CH:7]=[CH:8][CH:9]=2)[O:4][CH2:3]1. The catalyst class is: 10. (3) Reactant: C(O[C:4](=[O:31])[C:5]1[CH:10]=[CH:9][C:8]([CH2:11][N:12]2[CH2:17][CH2:16][CH2:15][C@H:14]([N:18](C(OC(C)(C)C)=O)[CH3:19])[CH2:13]2)=[C:7]([C:27]([F:30])([F:29])[F:28])[CH:6]=1)C.C(OC(=O)N[C@@H]1CCN(CC2C=CC(C(=O)[NH:52][CH2:53][C:54]3[CH:59]=[C:58]([Cl:60])[CH:57]=[CH:56][C:55]=3[S:61]([CH2:64][CH3:65])(=[O:63])=[O:62])=CC=2C(F)(F)F)C1)(C)(C)C. Product: [Cl:60][C:58]1[CH:57]=[CH:56][C:55]([S:61]([CH2:64][CH3:65])(=[O:63])=[O:62])=[C:54]([CH:59]=1)[CH2:53][NH:52][C:4](=[O:31])[C:5]1[CH:10]=[CH:9][C:8]([CH2:11][N:12]2[CH2:17][CH2:16][CH2:15][C@H:14]([NH:18][CH3:19])[CH2:13]2)=[C:7]([C:27]([F:30])([F:29])[F:28])[CH:6]=1. The catalyst class is: 2. (4) Reactant: [C:1](Cl)(=[O:13])[CH2:2][CH2:3][CH2:4][CH2:5][CH2:6][CH2:7][CH2:8][CH2:9][C:10](Cl)=[O:11]. Product: [CH2:10]([OH:11])[CH2:9][CH2:8][CH2:7][CH2:6][CH2:5][CH2:4][CH2:3][CH2:2][CH2:1][OH:13]. The catalyst class is: 270. (5) Reactant: [N:1]1[CH:6]=[CH:5][C:4]([C:7]2[N:8]=[C:9]([N:16]3[C:24]4[C:19](=[CH:20][CH:21]=[C:22]([O:25][CH2:26][C:27]([O:29]CC)=[O:28])[CH:23]=4)[CH2:18][CH2:17]3)[C:10]3[CH2:15][S:14][CH2:13][C:11]=3[N:12]=2)=[CH:3][CH:2]=1.[OH-].[Na+]. The catalyst class is: 714. Product: [N:1]1[CH:2]=[CH:3][C:4]([C:7]2[N:8]=[C:9]([N:16]3[C:24]4[C:19](=[CH:20][CH:21]=[C:22]([O:25][CH2:26][C:27]([OH:29])=[O:28])[CH:23]=4)[CH2:18][CH2:17]3)[C:10]3[CH2:15][S:14][CH2:13][C:11]=3[N:12]=2)=[CH:5][CH:6]=1. (6) Reactant: [Si:1]([O:8][CH2:9][C:10]1[CH:27]=[CH:26][C:13]([C:14]([N:16]2[C:25]3[C:20](=[CH:21][CH:22]=[CH:23][CH:24]=3)[CH2:19][CH2:18][CH2:17]2)=[O:15])=[CH:12][C:11]=1[N+:28]([O-])=O)([C:4]([CH3:7])([CH3:6])[CH3:5])([CH3:3])[CH3:2].CO.C1COCC1.[BH4-].[Na+]. Product: [Si:1]([O:8][CH2:9][C:10]1[CH:27]=[CH:26][C:13]([C:14]([N:16]2[C:25]3[C:20](=[CH:21][CH:22]=[CH:23][CH:24]=3)[CH2:19][CH2:18][CH2:17]2)=[O:15])=[CH:12][C:11]=1[NH2:28])([C:4]([CH3:7])([CH3:6])[CH3:5])([CH3:3])[CH3:2]. The catalyst class is: 713.